From a dataset of Forward reaction prediction with 1.9M reactions from USPTO patents (1976-2016). Predict the product of the given reaction. (1) The product is: [NH2:16][C:4]1[N:3]=[C:2]([NH:17][CH2:18][CH2:19][C:20]2[CH:21]=[CH:22][C:23]([S:26]([NH2:29])(=[O:27])=[O:28])=[CH:24][CH:25]=2)[CH:7]=[C:6]([C:8]2[CH:13]=[CH:12][CH:11]=[C:10]([Cl:14])[C:9]=2[Cl:15])[N:5]=1. Given the reactants Cl[C:2]1[CH:7]=[C:6]([C:8]2[CH:13]=[CH:12][CH:11]=[C:10]([Cl:14])[C:9]=2[Cl:15])[N:5]=[C:4]([NH2:16])[N:3]=1.[NH2:17][CH2:18][CH2:19][C:20]1[CH:25]=[CH:24][C:23]([S:26]([NH2:29])(=[O:28])=[O:27])=[CH:22][CH:21]=1.CCN(C(C)C)C(C)C, predict the reaction product. (2) Given the reactants [ClH:1].CC(OC(=O)[NH:8][CH2:9][C:10](=[O:17])[NH:11][CH2:12][C:13]([F:16])([F:15])[F:14])(C)C.C(=O)([O-])[O-].[Na+].[Na+], predict the reaction product. The product is: [ClH:1].[NH2:8][CH2:9][C:10]([NH:11][CH2:12][C:13]([F:16])([F:15])[F:14])=[O:17]. (3) Given the reactants [NH2:1][C:2]1[NH:7][CH:6]([N:8]2[C:16]3[C:11](=[CH:12][CH:13]=[C:14]([C:17]#[N:18])[CH:15]=3)[CH:10]=[N:9]2)[C:5]([N+:19]([O-])=O)=[CH:4][N:3]=1.[Sn](Cl)Cl, predict the reaction product. The product is: [NH2:1][C:2]1[N:7]=[C:6]([N:8]2[C:16]3[C:11](=[CH:12][CH:13]=[C:14]([C:17]#[N:18])[CH:15]=3)[CH:10]=[N:9]2)[C:5]([NH2:19])=[CH:4][N:3]=1. (4) Given the reactants [N:1]1[CH:2]=[CH:3][N:4]2[C:9]=1[CH:8]=[CH:7][C:6]([CH2:10]O)=[N:5]2.O=S(Cl)[Cl:14], predict the reaction product. The product is: [Cl:14][CH2:10][C:6]1[CH:7]=[CH:8][C:9]2[N:4]([CH:3]=[CH:2][N:1]=2)[N:5]=1. (5) Given the reactants [C:1]1([CH:7]2[N:21]3[C:22]4[C:14]([C:15]5[C:20]3=[CH:19][CH:18]=[CH:17][C:16]=5[OH:23])=[CH:13][CH:12]=[CH:11][C:10]=4[O:9][CH2:8]2)[CH:6]=[CH:5][CH:4]=[CH:3][CH:2]=1.C(=O)([O-])[O-].[K+].[K+].Br[CH2:31][C:32]#[N:33], predict the reaction product. The product is: [C:1]1([CH:7]2[N:21]3[C:22]4[C:14]([C:15]5[C:16]([O:23][CH2:31][C:32]#[N:33])=[CH:17][CH:18]=[CH:19][C:20]=53)=[CH:13][CH:12]=[CH:11][C:10]=4[O:9][CH2:8]2)[CH:2]=[CH:3][CH:4]=[CH:5][CH:6]=1. (6) Given the reactants C([N:8]1[C@@H:13]([CH3:14])[CH2:12][CH2:11][CH2:10][C@@H:9]1[CH:15]=[CH:16][CH2:17][CH2:18][CH3:19])(OC(C)(C)C)=O, predict the reaction product. The product is: [CH:15]([C@H:9]1[CH2:10][CH2:11][CH2:12][C@H:13]([CH3:14])[NH:8]1)=[CH:16][CH2:17][CH2:18][CH3:19].